From a dataset of Full USPTO retrosynthesis dataset with 1.9M reactions from patents (1976-2016). Predict the reactants needed to synthesize the given product. (1) Given the product [CH:1]1[C:9]2[C:8]3[CH:10]=[CH:11][CH:12]=[CH:13][C:7]=3[O:6][C:5]=2[C:4]([CH2:14][OH:15])=[CH:3][CH:2]=1, predict the reactants needed to synthesize it. The reactants are: [CH:1]1[C:9]2[C:8]3[CH:10]=[CH:11][CH:12]=[CH:13][C:7]=3[O:6][C:5]=2[C:4]([CH:14]=[O:15])=[CH:3][CH:2]=1.[BH4-].[Na+].O. (2) Given the product [CH3:1][NH:2][C:3]([C:5]1[C:6]2[C@@H:7]([CH2:40][CH:39]([F:42])[F:38])[C@@H:8]([OH:26])[C@@H:9]([C:20]3[CH:25]=[CH:24][CH:23]=[CH:22][CH:21]=3)[NH:10][C:11]=2[C:12]2[N:17]=[C:16]([CH3:18])[N:15]([CH3:19])[C:13]=2[CH:14]=1)=[O:4], predict the reactants needed to synthesize it. The reactants are: [CH3:1][NH:2][C:3]([C:5]1[C:6]2[C@@H:7](O)[C@H:8]([OH:26])[C@@H:9]([C:20]3[CH:25]=[CH:24][CH:23]=[CH:22][CH:21]=3)[NH:10][C:11]=2[C:12]2[N:17]=[C:16]([CH3:18])[N:15]([CH3:19])[C:13]=2[CH:14]=1)=[O:4].CS(O)(=O)=O.C(=O)([O-])O.[Na+].[F:38][CH:39]([F:42])[CH2:40]O. (3) Given the product [CH:26]([C:28]1[O:1][N:2]=[C:3]([CH:5]2[CH2:10][CH2:9][N:8]([C:11]([O:13][C:14]([CH3:17])([CH3:16])[CH3:15])=[O:12])[CH2:7][CH2:6]2)[N:4]=1)([CH3:27])[CH3:25], predict the reactants needed to synthesize it. The reactants are: [OH:1]/[N:2]=[C:3](/[CH:5]1[CH2:10][CH2:9][N:8]([C:11]([O:13][C:14]([CH3:17])([CH3:16])[CH3:15])=[O:12])[CH2:7][CH2:6]1)\[NH2:4].C(N(CC)CC)C.[C:25](Cl)(=O)[CH:26]([CH3:28])[CH3:27]. (4) Given the product [CH3:11][O:12][C:13]1[CH:14]=[C:15]([CH:19]=[CH:20][C:21]=1[O:22][CH3:23])[C:16]([Cl:26])=[O:17], predict the reactants needed to synthesize it. The reactants are: C1(C)C=CC=CC=1.[Cl-].[Ca+2].[Cl-].[CH3:11][O:12][C:13]1[CH:14]=[C:15]([CH:19]=[CH:20][C:21]=1[O:22][CH3:23])[C:16](O)=[O:17].S(Cl)([Cl:26])=O. (5) Given the product [C:1]([C:5]1[CH:34]=[CH:33][C:8]([C:9]([N:11]2[CH2:16][CH:15]3[CH:13]([CH:14]3[CH2:17][N:18]([C:26]3[CH:31]=[CH:30][C:29]([N:11]4[CH2:16][CH2:15][CH2:14][CH2:13][CH2:12]4)=[N:28][CH:27]=3)[C:19]([C:21]3[S:22][CH:23]=[CH:24][CH:25]=3)=[O:20])[CH2:12]2)=[O:10])=[CH:7][CH:6]=1)([CH3:4])([CH3:3])[CH3:2], predict the reactants needed to synthesize it. The reactants are: [C:1]([C:5]1[CH:34]=[CH:33][C:8]([C:9]([N:11]2[CH2:16][CH:15]3[CH:13]([CH:14]3[CH2:17][N:18]([C:26]3[CH:27]=[N:28][C:29](Cl)=[CH:30][CH:31]=3)[C:19]([C:21]3[S:22][CH:23]=[CH:24][CH:25]=3)=[O:20])[CH2:12]2)=[O:10])=[CH:7][CH:6]=1)([CH3:4])([CH3:3])[CH3:2]. (6) Given the product [C:5]1([CH:8]([CH3:24])[CH2:9][S:10]([NH:13][C:14]2[CH:19]=[CH:18][CH:17]=[CH:16][C:15]=2[S:20]([NH2:23])(=[O:22])=[O:21])(=[O:11])=[O:12])[CH:6]=[CH:7][CH:2]=[CH:3][CH:4]=1, predict the reactants needed to synthesize it. The reactants are: Cl[C:2]1[CH:7]=[CH:6][C:5](/[C:8](/[CH3:24])=[CH:9]/[S:10]([NH:13][C:14]2[CH:19]=[CH:18][CH:17]=[CH:16][C:15]=2[S:20]([NH2:23])(=[O:22])=[O:21])(=[O:12])=[O:11])=[CH:4][CH:3]=1.ClC1C=CC(C(=C)CS(NC2C=CC=CC=2S(N)(=O)=O)(=O)=O)=CC=1.[H][H].